Predict the reactants needed to synthesize the given product. From a dataset of Full USPTO retrosynthesis dataset with 1.9M reactions from patents (1976-2016). (1) Given the product [CH2:1]([O:3][C:4]([C:6]1[CH:7]=[N:8][N:9]([C:11]2[N:15]([CH2:16][O:17][CH2:18][CH2:19][O:20][CH3:21])[C:14]3[CH:22]=[C:23]([S:30]([CH3:31])=[O:34])[C:24]([C:26]([F:29])([F:27])[F:28])=[CH:25][C:13]=3[N:12]=2)[CH:10]=1)=[O:5])[CH3:2], predict the reactants needed to synthesize it. The reactants are: [CH2:1]([O:3][C:4]([C:6]1[CH:7]=[N:8][N:9]([C:11]2[N:15]([CH2:16][O:17][CH2:18][CH2:19][O:20][CH3:21])[C:14]3[CH:22]=[C:23]([S:30][CH3:31])[C:24]([C:26]([F:29])([F:28])[F:27])=[CH:25][C:13]=3[N:12]=2)[CH:10]=1)=[O:5])[CH3:2].CO.[OH:34]OS([O-])=O.[K+].S([O-])(O[O-])(=O)=O.[K+].[K+]. (2) The reactants are: [CH3:1][O:2][C:3](=[O:12])[CH2:4][C:5]1[CH:10]=[CH:9][CH:8]=[C:7]([NH2:11])[CH:6]=1.[Br:13][C:14]1[O:18][C:17]([C:19](O)=[O:20])=[CH:16][CH:15]=1. Given the product [CH3:1][O:2][C:3](=[O:12])[CH2:4][C:5]1[CH:10]=[CH:9][CH:8]=[C:7]([NH:11][C:19]([C:17]2[O:18][C:14]([Br:13])=[CH:15][CH:16]=2)=[O:20])[CH:6]=1, predict the reactants needed to synthesize it. (3) Given the product [CH2:1]([C:3]1([C:12]2[CH:13]=[C:14]([CH:32]=[CH:33][CH:34]=2)[O:15][C:16]2[CH:23]=[C:22]([C:24]([OH:25])([C:26]3[N:27]([CH3:31])[CH:28]=[N:29][CH:30]=3)[CH3:35])[CH:21]=[CH:20][C:17]=2[C:18]#[N:19])[CH2:9][CH2:8][CH2:7][CH2:6][N:5]([CH3:10])[C:4]1=[O:11])[CH3:2], predict the reactants needed to synthesize it. The reactants are: [CH2:1]([C:3]1([C:12]2[CH:13]=[C:14]([CH:32]=[CH:33][CH:34]=2)[O:15][C:16]2[CH:23]=[C:22]([C:24]([C:26]3[N:27]([CH3:31])[CH:28]=[N:29][CH:30]=3)=[O:25])[CH:21]=[CH:20][C:17]=2[C:18]#[N:19])[CH2:9][CH2:8][CH2:7][CH2:6][N:5]([CH3:10])[C:4]1=[O:11])[CH3:2].[CH3:35][Mg+].[Br-]. (4) Given the product [C:1]([O:5][C:6]([N:8]1[CH2:13][C:12](=[O:14])[N:11]([C:15]2[CH:20]=[CH:19][C:18]([O:21][CH2:22][CH2:23][CH2:24][O:25][CH2:26][C:27]3[CH:32]=[CH:31][CH:30]=[CH:29][C:28]=3[O:33][CH3:34])=[CH:17][CH:16]=2)[C@@H:10]([CH2:35][NH2:36])[CH2:9]1)=[O:7])([CH3:3])([CH3:2])[CH3:4], predict the reactants needed to synthesize it. The reactants are: [C:1]([O:5][C:6]([N:8]1[CH2:13][C:12](=[O:14])[N:11]([C:15]2[CH:20]=[CH:19][C:18]([O:21][CH2:22][CH2:23][CH2:24][O:25][CH2:26][C:27]3[CH:32]=[CH:31][CH:30]=[CH:29][C:28]=3[O:33][CH3:34])=[CH:17][CH:16]=2)[C@@H:10]([CH2:35][N:36]=[N+]=[N-])[CH2:9]1)=[O:7])([CH3:4])([CH3:3])[CH3:2]. (5) Given the product [Cl:41][C:42]1[S:46][C:45]([S:47]([N:14]2[C:10]([C:9]3[C:4]([F:3])=[N:5][CH:6]=[CH:7][CH:8]=3)=[C:11]([F:25])[C:12]([CH2:15][N:16]([CH3:24])[C:17](=[O:23])[O:18][C:19]([CH3:21])([CH3:22])[CH3:20])=[CH:13]2)(=[O:49])=[O:48])=[CH:44][CH:43]=1, predict the reactants needed to synthesize it. The reactants are: [H-].[Na+].[F:3][C:4]1[C:9]([C:10]2[NH:14][CH:13]=[C:12]([CH2:15][N:16]([CH3:24])[C:17](=[O:23])[O:18][C:19]([CH3:22])([CH3:21])[CH3:20])[C:11]=2[F:25])=[CH:8][CH:7]=[CH:6][N:5]=1.C1OCCOCCOCCOCCOC1.[Cl:41][C:42]1[S:46][C:45]([S:47](Cl)(=[O:49])=[O:48])=[CH:44][CH:43]=1. (6) Given the product [O:1]1[CH:5]=[CH:4][C:3]([CH:6]([NH:8][C:9]([C:11]2[C:19]3[C:14](=[N:15][CH:16]=[C:17]([C:20]4[C:28]5[C:23](=[CH:24][C:25]([F:29])=[CH:26][CH:27]=5)[N:22]([CH3:30])[N:21]=4)[N:18]=3)[NH:13][CH:12]=2)=[O:10])[CH3:7])=[N:2]1, predict the reactants needed to synthesize it. The reactants are: [O:1]1[CH:5]=[CH:4][C:3]([CH:6]([NH:8][C:9]([C:11]2[C:19]3[C:14](=[N:15][CH:16]=[C:17]([C:20]4[C:28]5[C:23](=[CH:24][C:25]([F:29])=[CH:26][CH:27]=5)[N:22]([CH3:30])[N:21]=4)[N:18]=3)[N:13](COCC[Si](C)(C)C)[CH:12]=2)=[O:10])[CH3:7])=[N:2]1.FC(F)(F)C(O)=O.C(N)CN. (7) Given the product [CH3:43][N:44]([CH3:50])[S:45]([CH2:48][CH2:49][N:33]1[CH2:34][CH2:35][CH:30]([C:28]2[CH:27]=[CH:26][C:23]3[C:24]4[N:25]=[C:16]([C:15]5[N:11]([CH:8]([CH3:10])[CH3:9])[N:12]=[CH:13][N:14]=5)[S:17][C:18]=4[CH2:19][CH2:20][O:21][C:22]=3[CH:29]=2)[CH2:31][CH2:32]1)(=[O:47])=[O:46], predict the reactants needed to synthesize it. The reactants are: OC(C(F)(F)F)=O.[CH:8]([N:11]1[C:15]([C:16]2[S:17][C:18]3[CH2:19][CH2:20][O:21][C:22]4[CH:29]=[C:28]([CH:30]5[CH2:35][CH2:34][NH:33][CH2:32][CH2:31]5)[CH:27]=[CH:26][C:23]=4[C:24]=3[N:25]=2)=[N:14][CH:13]=[N:12]1)([CH3:10])[CH3:9].C(N(CC)CC)C.[CH3:43][N:44]([CH3:50])[S:45]([CH:48]=[CH2:49])(=[O:47])=[O:46]. (8) Given the product [Cl:16][C:17]1[C:22]([O:23][C:2]2[C:11]3[C:6](=[CH:7][C:8]([O:14][CH3:15])=[C:9]([O:12][CH3:13])[CH:10]=3)[N:5]=[CH:4][CH:3]=2)=[CH:21][CH:20]=[C:19]([I:24])[N:18]=1, predict the reactants needed to synthesize it. The reactants are: Cl[C:2]1[C:11]2[C:6](=[CH:7][C:8]([O:14][CH3:15])=[C:9]([O:12][CH3:13])[CH:10]=2)[N:5]=[CH:4][CH:3]=1.[Cl:16][C:17]1[C:22]([OH:23])=[CH:21][CH:20]=[C:19]([I:24])[N:18]=1.C(N(C(C)C)CC)(C)C.C(OCC)(=O)C.O1CCCC1. (9) Given the product [I:1][C:2]1[CH:3]=[C:4]([CH2:13][OH:14])[CH:5]=[C:6]2[C:11]=1[N:10]=[CH:9][C:8]([CH3:12])=[CH:7]2, predict the reactants needed to synthesize it. The reactants are: [I:1][C:2]1[CH:3]=[C:4]([C:13](OC)=[O:14])[CH:5]=[C:6]2[C:11]=1[N:10]=[CH:9][C:8]([CH3:12])=[CH:7]2. (10) Given the product [C:34]([OH:41])(=[O:40])/[CH:35]=[CH:36]\[C:37]([OH:39])=[O:38].[NH2:1][C:2]1[C:30]([Cl:31])=[CH:29][C:5]([C:6]([NH:8][C@H:9]2[CH2:14][CH2:13][N:12]([CH2:15][CH:16]3[CH2:17][CH2:18][N:19]([C:22](=[O:26])[CH:23]([CH3:25])[CH3:24])[CH2:20][CH2:21]3)[CH2:11][C@H:10]2[O:27][CH3:28])=[O:7])=[C:4]([O:32][CH3:33])[CH:3]=1, predict the reactants needed to synthesize it. The reactants are: [NH2:1][C:2]1[C:30]([Cl:31])=[CH:29][C:5]([C:6]([NH:8][C@H:9]2[CH2:14][CH2:13][N:12]([CH2:15][CH:16]3[CH2:21][CH2:20][N:19]([C:22](=[O:26])[CH:23]([CH3:25])[CH3:24])[CH2:18][CH2:17]3)[CH2:11][C@H:10]2[O:27][CH3:28])=[O:7])=[C:4]([O:32][CH3:33])[CH:3]=1.[C:34]([OH:41])(=[O:40])/[CH:35]=[CH:36]\[C:37]([OH:39])=[O:38].